From a dataset of Full USPTO retrosynthesis dataset with 1.9M reactions from patents (1976-2016). Predict the reactants needed to synthesize the given product. (1) Given the product [ClH:12].[Cl:12][C:11]1[CH:7]=[C:3]([C:4]([NH2:6])=[O:5])[C:1](=[NH:2])[N:16]([CH2:17][C:18]2[CH:23]=[C:22]([Cl:24])[CH:21]=[CH:20][C:19]=2[S:25](=[O:26])(=[O:27])[NH2:28])[CH:10]=1, predict the reactants needed to synthesize it. The reactants are: [C:1]([CH:3]([CH:7]1[C:11]([Cl:12])=[C:10](Cl)C(=O)O1)[C:4]([NH2:6])=[O:5])#[N:2].Cl.[NH2:16][CH2:17][C:18]1[CH:23]=[C:22]([Cl:24])[CH:21]=[CH:20][C:19]=1[S:25]([NH2:28])(=[O:27])=[O:26].C(=O)([O-])[O-].[K+].[K+]. (2) Given the product [C:11]1([C:2]2[CH:10]=[CH:9][C:5]([C:6]([OH:8])=[O:7])=[CH:4][CH:3]=2)[CH2:15][CH2:14][CH2:13][CH:12]=1, predict the reactants needed to synthesize it. The reactants are: I[C:2]1[CH:10]=[CH:9][C:5]([C:6]([OH:8])=[O:7])=[CH:4][CH:3]=1.[CH:11]1[CH2:15][CH2:14][CH2:13][CH:12]=1.CCN(CC)CC.CC1C=CC=CC=1P(C1C=CC=CC=1C)C1C=CC=CC=1C. (3) Given the product [OH:11][B:9]1[C:8]2[CH:12]=[C:13]([OH:16])[CH:14]=[CH:15][C:7]=2[CH:6]([CH2:5][C:4]([OH:17])=[O:3])[O:10]1, predict the reactants needed to synthesize it. The reactants are: C([O:3][C:4](=[O:17])[CH2:5][CH:6]1[O:10][B:9]([OH:11])[C:8]2[CH:12]=[C:13]([OH:16])[CH:14]=[CH:15][C:7]1=2)C.[OH-].[Li+]. (4) The reactants are: [N:1]([C:4]1[C:9]2=[CH:10][CH:11]=[C:12]3[C:21]([N:20]=[C:19]4[C:14]([CH:15]=[CH:16][CH:17]=[C:18]4[C:22](O)=[O:23])=[N:13]3)=[C:8]2[CH:7]=[CH:6][CH:5]=1)=[N+:2]=[N-:3].[CH3:25][N:26]([CH3:30])[CH2:27][CH2:28][NH2:29].[CH3:31][O:32][C:33]([C:35]1[C:40]2=[CH:41][CH:42]=[C:43]3[C:52]([N:51]=[C:50]4[C:45]([CH:46]=[CH:47][CH:48]=[C:49]4[C:53](O)=[O:54])=[N:44]3)=[C:39]2[CH:38]=[CH:37][CH:36]=1)=[O:34]. Given the product [CH3:25][N:26]([CH3:30])[CH2:27][CH2:28][NH:29][C:22]([C:18]1[C:19]2[C:14](=[N:13][C:12]3[C:21]([N:20]=2)=[C:8]2[CH:7]=[CH:6][CH:5]=[C:4]([N:1]=[N+:2]=[N-:3])[C:9]2=[CH:10][CH:11]=3)[CH:15]=[CH:16][CH:17]=1)=[O:23].[CH3:31][O:32][C:33]([C:35]1[C:40]2=[CH:41][CH:42]=[C:43]3[C:52]([N:51]=[C:50]4[C:45]([CH:46]=[CH:47][CH:48]=[C:49]4[C:53](=[O:54])[NH:29][CH2:28][CH2:27][N:26]([CH3:30])[CH3:25])=[N:44]3)=[C:39]2[CH:38]=[CH:37][CH:36]=1)=[O:34], predict the reactants needed to synthesize it.